This data is from Full USPTO retrosynthesis dataset with 1.9M reactions from patents (1976-2016). The task is: Predict the reactants needed to synthesize the given product. (1) Given the product [CH2:17]([Sn:10]([CH2:13][CH2:14][CH2:15][CH3:16])([CH2:6][CH2:7][CH2:8][CH3:9])[C:11]1[O:23][N:21]=[C:24]([CH2:25][C:26]2[CH:39]=[CH:38][C:29]([CH2:30][O:31][C:32]3[CH:37]=[CH:36][CH:35]=[CH:34][N:33]=3)=[CH:28][CH:27]=2)[CH:12]=1)[CH2:18][CH2:19][CH3:20], predict the reactants needed to synthesize it. The reactants are: O1CCCC1.[CH2:6]([Sn:10]([CH2:17][CH2:18][CH2:19][CH3:20])([CH2:13][CH2:14][CH2:15][CH3:16])[C:11]#[CH:12])[CH2:7][CH2:8][CH3:9].[N+:21]([CH2:24][CH2:25][C:26]1[CH:39]=[CH:38][C:29]([CH2:30][O:31][C:32]2[CH:37]=[CH:36][CH:35]=[CH:34][N:33]=2)=[CH:28][CH:27]=1)([O-:23])=O.C(OC(OC(C)(C)C)=O)(OC(C)(C)C)=O. (2) Given the product [CH3:24][C:21]1[CH:22]=[CH:23][C:18]([S:15]([N:5]([C@H:6]([C:12]([OH:14])=[O:13])[CH2:7][CH2:8][CH2:9][CH2:10][NH:11][C:41]([C@@H:33]([N:32]([C:30]([O:29][C:25]([CH3:28])([CH3:27])[CH3:26])=[O:31])[CH3:44])[CH2:34][C:35]2[CH:40]=[CH:39][CH:38]=[CH:37][CH:36]=2)=[O:42])[CH2:1][CH:2]([CH3:3])[CH3:4])(=[O:17])=[O:16])=[CH:19][CH:20]=1, predict the reactants needed to synthesize it. The reactants are: [CH2:1]([N:5]([S:15]([C:18]1[CH:23]=[CH:22][C:21]([CH3:24])=[CH:20][CH:19]=1)(=[O:17])=[O:16])[C@H:6]([C:12]([OH:14])=[O:13])[CH2:7][CH2:8][CH2:9][CH2:10][NH2:11])[CH:2]([CH3:4])[CH3:3].[C:25]([O:29][C:30]([N:32]([CH3:44])[C@H:33]([C:41](O)=[O:42])[CH2:34][C:35]1[CH:40]=[CH:39][CH:38]=[CH:37][CH:36]=1)=[O:31])([CH3:28])([CH3:27])[CH3:26]. (3) Given the product [C:1]([C@H:5]1[CH2:6][CH2:7][C@H:8]([O:11][C:12]2[CH:13]=[C:14]([CH3:22])[C:15]3[C:20](=[CH:19][CH:18]=[CH:17][CH:16]=3)[C:21]=2[CH:28]=[O:29])[CH2:9][CH2:10]1)([CH3:4])([CH3:3])[CH3:2], predict the reactants needed to synthesize it. The reactants are: [C:1]([CH:5]1[CH2:10][CH2:9][CH:8]([O:11][C:12]2[CH:13]=[C:14]([CH3:22])[C:15]3[C:20]([CH:21]=2)=[CH:19][CH:18]=[CH:17][CH:16]=3)[CH2:7][CH2:6]1)([CH3:4])([CH3:3])[CH3:2].[Sn](Cl)(Cl)(Cl)Cl.[CH3:28][O:29]C(Cl)Cl.